From a dataset of Forward reaction prediction with 1.9M reactions from USPTO patents (1976-2016). Predict the product of the given reaction. (1) Given the reactants Br[C:2]1[CH:11]=[C:10]2[C:5]([C:6]([OH:20])=[C:7]([CH2:12][CH2:13][N:14]3[CH2:18][CH2:17][CH2:16][C@H:15]3[CH3:19])[N:8]=[N:9]2)=[CH:4][CH:3]=1.[C:21]([C:23]1[CH:28]=[CH:27][C:26](B(O)O)=[CH:25][CH:24]=1)#[N:22].C([O-])([O-])=O.[Na+].[Na+], predict the reaction product. The product is: [OH:20][C:6]1[C:5]2[C:10](=[CH:11][C:2]([C:26]3[CH:27]=[CH:28][C:23]([C:21]#[N:22])=[CH:24][CH:25]=3)=[CH:3][CH:4]=2)[N:9]=[N:8][C:7]=1[CH2:12][CH2:13][N:14]1[CH2:18][CH2:17][CH2:16][C@H:15]1[CH3:19]. (2) Given the reactants [C:1]([CH2:3][N:4]1[CH2:9][CH2:8][CH:7]([CH2:10][NH:11][C:12](=[O:27])[C:13]2[CH:18]=[C:17]([C:19]([F:22])([F:21])[F:20])[CH:16]=[C:15]([C:23]([F:26])([F:25])[F:24])[CH:14]=2)[CH2:6][CH2:5]1)#[N:2], predict the reaction product. The product is: [NH2:2][CH2:1][CH2:3][N:4]1[CH2:5][CH2:6][CH:7]([CH2:10][NH:11][C:12](=[O:27])[C:13]2[CH:18]=[C:17]([C:19]([F:21])([F:22])[F:20])[CH:16]=[C:15]([C:23]([F:24])([F:25])[F:26])[CH:14]=2)[CH2:8][CH2:9]1. (3) Given the reactants [Br:1][C:2]1[CH:3]=[CH:4][C:5]([F:18])=[C:6]([C:8]2([NH:13][C:14](=[O:17])[CH2:15]Cl)[CH2:10][CH:9]2[CH2:11][OH:12])[CH:7]=1.CC(C)([O-])C.[K+].Cl, predict the reaction product. The product is: [Br:1][C:2]1[CH:3]=[CH:4][C:5]([F:18])=[C:6]([C:8]23[CH2:10][CH:9]2[CH2:11][O:12][CH2:15][C:14](=[O:17])[NH:13]3)[CH:7]=1. (4) Given the reactants Br[CH:2]1[CH2:8][CH2:7][O:6][C:5]2[CH:9]=[C:10]([N:13]3[CH2:17][C@H:16]([CH2:18][NH:19][C:20](=[O:22])[CH3:21])[O:15][C:14]3=[O:23])[CH:11]=[CH:12][C:4]=2[C:3]1=O.[C:25]1([NH:31][C:32](=S)[NH:33][NH2:34])[CH:30]=[CH:29][CH:28]=[CH:27][CH:26]=1.Cl, predict the reaction product. The product is: [O:23]=[C:14]1[N:13]([C:10]2[CH:11]=[CH:12][C:4]3[C:3]4[NH:34][N:33]=[C:32]([NH:31][C:25]5[CH:30]=[CH:29][CH:28]=[CH:27][CH:26]=5)[C:2]=4[CH2:8][CH2:7][O:6][C:5]=3[CH:9]=2)[CH2:17][C@H:16]([CH2:18][NH:19][C:20](=[O:22])[CH3:21])[O:15]1. (5) The product is: [CH:18]1([C:24]2[N:26]=[C:6]([OH:14])[CH:7]=[C:8]([OH:10])[N:25]=2)[CH2:23][CH2:22][CH2:21][CH2:20][CH2:19]1. Given the reactants [O-]CC.[Na+].[Na].[C:6]([O:14]CC)(=O)[CH2:7][C:8]([O:10]CC)=O.Cl.[CH:18]1([C:24](=[NH:26])[NH2:25])[CH2:23][CH2:22][CH2:21][CH2:20][CH2:19]1, predict the reaction product. (6) The product is: [CH:1]1([CH2:4][O:5][C:6]2[CH:7]=[CH:8][C:9]3[O:13][C:12]([C:14]4[O:18][N:17]=[C:16]([O:19][CH2:20][C@@H:21]([NH:23][C:24](=[O:25])[CH3:33])[CH3:22])[CH:15]=4)=[N:11][C:10]=3[CH:31]=2)[CH2:2][CH2:3]1. Given the reactants [CH:1]1([CH2:4][O:5][C:6]2[CH:7]=[CH:8][C:9]3[O:13][C:12]([C:14]4[O:18][N:17]=[C:16]([O:19][CH2:20][C@@H:21]([NH:23][C:24](=O)[O:25]C(C)(C)C)[CH3:22])[CH:15]=4)=[N:11][C:10]=3[CH:31]=2)[CH2:3][CH2:2]1.Cl.[C:33](OCC)(=O)C, predict the reaction product. (7) Given the reactants C(N[C:10]([N:12]([CH2:21][C:22]1[NH:26][C:25]([CH2:27][CH2:28][CH2:29][CH3:30])=[N:24][C:23]=1[Cl:31])[C:13]1[N:14]=[CH:15][NH:16][C:17]=1[C:18]([NH2:20])=[O:19])=[S:11])(=O)C1C=CC=CC=1, predict the reaction product. The product is: [CH2:27]([C:25]1[NH:26][C:22]([CH2:21][N:12]2[C:13]3[N:14]=[CH:15][NH:16][C:17]=3[C:18](=[O:19])[NH:20][C:10]2=[S:11])=[C:23]([Cl:31])[N:24]=1)[CH2:28][CH2:29][CH3:30].